Dataset: Full USPTO retrosynthesis dataset with 1.9M reactions from patents (1976-2016). Task: Predict the reactants needed to synthesize the given product. (1) Given the product [C:6]([O:10][C:11]([N:13]1[C@@H:18]([C@@H:19]([O:45][CH2:46][C:47]2[CH:52]=[CH:51][CH:50]=[CH:49][CH:48]=2)[C@@H:20]([N:30]([CH2:38][C:39]2[CH:40]=[CH:41][CH:42]=[CH:43][CH:44]=2)[CH2:31][C:32]2[CH:33]=[CH:34][CH:35]=[CH:36][CH:37]=2)[CH2:21][C:22]2[CH:27]=[C:26]([F:28])[C:25]([CH3:1])=[C:24]([F:29])[CH:23]=2)[CH2:17][O:16][C@@H:15]([O:53][CH2:54][C:55]([CH3:58])([CH3:57])[CH3:56])[C@@H:14]1[CH3:59])=[O:12])([CH3:8])([CH3:7])[CH3:9], predict the reactants needed to synthesize it. The reactants are: [CH2:1]([Li])CCC.[C:6]([O:10][C:11]([N:13]1[C@@H:18]([C@@H:19]([O:45][CH2:46][C:47]2[CH:52]=[CH:51][CH:50]=[CH:49][CH:48]=2)[C@@H:20]([N:30]([CH2:38][C:39]2[CH:44]=[CH:43][CH:42]=[CH:41][CH:40]=2)[CH2:31][C:32]2[CH:37]=[CH:36][CH:35]=[CH:34][CH:33]=2)[CH2:21][C:22]2[CH:27]=[C:26]([F:28])[CH:25]=[C:24]([F:29])[CH:23]=2)[CH2:17][O:16][C@@H:15]([O:53][CH2:54][C:55]([CH3:58])([CH3:57])[CH3:56])[C@@H:14]1[CH3:59])=[O:12])([CH3:9])([CH3:8])[CH3:7].CC(C)([O-])C.[K+].IC.CN(P(N(C)C)N(C)C)C. (2) Given the product [Cl:1][C:2]1[C:3]([O:20][CH3:21])=[C:4]2[C:5](=[CH:6][CH:7]=1)[CH:11]([NH:22][C:23]1[CH:32]=[CH:31][CH:30]=[C:29]3[C:24]=1[CH:25]=[N:26][N:27]([CH3:34])[C:28]3=[O:33])[C:10]([OH:17])([C:13]([F:15])([F:16])[F:14])[CH2:9][C:8]2([CH3:19])[CH3:18], predict the reactants needed to synthesize it. The reactants are: [Cl:1][C:2]1[C:3]([O:20][CH3:21])=[C:4]([C:8]([CH3:19])([CH3:18])[CH2:9][C:10]([OH:17])([C:13]([F:16])([F:15])[F:14])[CH:11]=O)[CH:5]=[CH:6][CH:7]=1.[NH2:22][C:23]1[CH:32]=[CH:31][CH:30]=[C:29]2[C:24]=1[CH:25]=[N:26][N:27]([CH3:34])[C:28]2=[O:33]. (3) Given the product [C:12]([C:9]1[CH:8]=[CH:7][CH:6]=[C:5]([C:2]([CH3:4])([CH3:3])[CH3:1])[C:10]=1[OH:11])([CH3:15])([CH3:14])[CH3:13], predict the reactants needed to synthesize it. The reactants are: [CH3:1][C:2]([C:5]1[CH:6]=[C:7](SC(S[C:7]2[CH:8]=[C:9]([C:12]([CH3:15])([CH3:14])[CH3:13])[C:10]([OH:11])=[C:5]([C:2]([CH3:1])([CH3:3])[CH3:4])[CH:6]=2)(C)C)[CH:8]=[C:9]([C:12]([CH3:15])([CH3:14])[CH3:13])[C:10]=1[OH:11])([CH3:4])[CH3:3].[H-].[Na+].[Cl-]. (4) Given the product [CH2:15]([C:5]1[CH:4]=[C:3]([CH:8]=[C:7]([CH3:9])[CH:6]=1)[CH:1]=[O:2])[C:16]1[CH:21]=[CH:20][CH:19]=[CH:18][CH:17]=1, predict the reactants needed to synthesize it. The reactants are: [CH:1]([C:3]1[CH:4]=[C:5](B(O)O)[CH:6]=[C:7]([CH3:9])[CH:8]=1)=[O:2].[F-].[Cs+].[CH2:15](Br)[C:16]1[CH:21]=[CH:20][CH:19]=[CH:18][CH:17]=1. (5) Given the product [CH2:28]([C@@:17]12[CH2:25][CH2:26][CH2:27][N:16]1[C:15]1[N:14]=[C:13]([N:9]3[CH:10]=[CH:11][N:12]=[C:8]3[C:4]3[CH:5]=[CH:6][CH:7]=[C:2]([C:32]4[CH:31]=[N:30][CH:35]=[CH:34][CH:33]=4)[CH:3]=3)[N:22]=[CH:21][C:20]=1[N:19]([CH3:23])[C:18]2=[O:24])[CH3:29], predict the reactants needed to synthesize it. The reactants are: Br[C:2]1[CH:3]=[C:4]([C:8]2[N:9]([C:13]3[N:22]=[CH:21][C:20]4[N:19]([CH3:23])[C:18](=[O:24])[C@:17]5([CH2:28][CH3:29])[CH2:25][CH2:26][CH2:27][N:16]5[C:15]=4[N:14]=3)[CH:10]=[CH:11][N:12]=2)[CH:5]=[CH:6][CH:7]=1.[N:30]1[CH:35]=[CH:34][CH:33]=[C:32](B(O)O)[CH:31]=1.C([O-])([O-])=O.[Na+].[Na+].